From a dataset of Forward reaction prediction with 1.9M reactions from USPTO patents (1976-2016). Predict the product of the given reaction. (1) Given the reactants [C:1]([C:3]1[CH:4]=[C:5]([C:22]2[N:27]=[CH:26][N:25]=[C:24]([NH:28][C:29]3[CH:34]=[CH:33][C:32]([C@H:35]4[CH2:39][CH2:38][CH2:37][N:36]4C(OC(C)(C)C)=O)=[CH:31][CH:30]=3)[N:23]=2)[CH:6]=[CH:7][C:8]=1[O:9][C@H:10]1[CH2:15][CH2:14][N:13]([C:16](=[O:20])[C@@H:17]([OH:19])[CH3:18])[CH2:12][C@H:11]1[F:21])#[N:2].C(O)(C(F)(F)F)=O, predict the reaction product. The product is: [F:21][C@H:11]1[C@@H:10]([O:9][C:8]2[CH:7]=[CH:6][C:5]([C:22]3[N:23]=[C:24]([NH:28][C:29]4[CH:30]=[CH:31][C:32]([C@H:35]5[CH2:39][CH2:38][CH2:37][NH:36]5)=[CH:33][CH:34]=4)[N:25]=[CH:26][N:27]=3)=[CH:4][C:3]=2[C:1]#[N:2])[CH2:15][CH2:14][N:13]([C:16](=[O:20])[C@@H:17]([OH:19])[CH3:18])[CH2:12]1. (2) Given the reactants [CH2:1]([O:8][C:9](=[O:22])[NH:10][C:11]12[CH2:20][CH:15]3[CH2:16][CH:17]([CH2:19][CH:13]([C:14]3=O)[CH2:12]1)[CH2:18]2)[C:2]1[CH:7]=[CH:6][CH:5]=[CH:4][CH:3]=1.COC1C=CC(P2(SP(C3C=CC(OC)=CC=3)(=S)S2)=[S:32])=CC=1, predict the reaction product. The product is: [CH2:1]([O:8][C:9](=[O:22])[NH:10][C:11]12[CH2:20][CH:15]3[CH2:16][CH:17]([CH2:19][CH:13]([C:14]3=[S:32])[CH2:12]1)[CH2:18]2)[C:2]1[CH:7]=[CH:6][CH:5]=[CH:4][CH:3]=1. (3) Given the reactants C(OC1(CC2C=CC(OC)=CC=2O)C2C(=CC=C(C)C=2)N(CCCC(C)C)C1=O)(=O)C1C=CC=CC=1.[C:37]([O:45][CH:46]1[C:54]2[C:49](=[CH:50][CH:51]=[C:52]([Cl:55])[CH:53]=2)[N:48]([CH2:56][CH3:57])[C:47]1=[O:58])(=[O:44])[C:38]1[CH:43]=[CH:42][CH:41]=[CH:40][CH:39]=1.C(=O)([O:65][C:66]1[C:71]([O:72][CH3:73])=[CH:70][CH:69]=[CH:68][C:67]=1[CH2:74]O)OC(C)(C)C, predict the reaction product. The product is: [C:37]([O:45][C:46]1([CH2:74][C:67]2[CH:68]=[CH:69][CH:70]=[C:71]([O:72][CH3:73])[C:66]=2[OH:65])[C:54]2[C:49](=[CH:50][CH:51]=[C:52]([Cl:55])[CH:53]=2)[N:48]([CH2:56][CH3:57])[C:47]1=[O:58])(=[O:44])[C:38]1[CH:43]=[CH:42][CH:41]=[CH:40][CH:39]=1. (4) Given the reactants [CH2:1]([S:3]([NH:6][CH:7]1[C@@H:11]2[CH2:12][N:13]([C:15]3[N:20]=[C:19]([C:21]4[O:25][C:24]([C:26]5[CH:31]=[CH:30][C:29]([CH2:32][N:33](C)[C:34](=O)OC(C)(C)C)=[CH:28][CH:27]=5)=[N:23][N:22]=4)[C:18]([N:42](C(OC(C)(C)C)=O)C(OC(C)(C)C)=O)=[N:17][CH:16]=3)[CH2:14][C@@H:10]2[CH2:9][CH2:8]1)(=[O:5])=[O:4])[CH3:2].C(O)(C(F)(F)F)=O, predict the reaction product. The product is: [NH2:42][C:18]1[N:17]=[CH:16][C:15]([N:13]2[CH2:14][C@@H:10]3[CH2:9][CH2:8][CH:7]([NH:6][S:3]([CH2:1][CH3:2])(=[O:5])=[O:4])[C@@H:11]3[CH2:12]2)=[N:20][C:19]=1[C:21]1[O:25][C:24]([C:26]2[CH:27]=[CH:28][C:29]([CH2:32][NH:33][CH3:34])=[CH:30][CH:31]=2)=[N:23][N:22]=1. (5) Given the reactants Br[C:2]1[S:6][C:5]([C:7]([NH:9][C:10]2[CH:15]=[CH:14][C:13]([O:16][CH3:17])=[C:12]([NH:18][C:19](=[O:27])[CH2:20][N:21]3[CH2:26][CH2:25][O:24][CH2:23][CH2:22]3)[CH:11]=2)=[O:8])=[CH:4][CH:3]=1.[CH3:28][O:29][C:30]1[CH:35]=[CH:34][C:33](B(O)O)=[CH:32][CH:31]=1.C(=O)([O-])[O-].[Na+].[Na+], predict the reaction product. The product is: [CH3:17][O:16][C:13]1[CH:14]=[CH:15][C:10]([NH:9][C:7]([C:5]2[S:6][C:2]([C:33]3[CH:34]=[CH:35][C:30]([O:29][CH3:28])=[CH:31][CH:32]=3)=[CH:3][CH:4]=2)=[O:8])=[CH:11][C:12]=1[NH:18][C:19](=[O:27])[CH2:20][N:21]1[CH2:26][CH2:25][O:24][CH2:23][CH2:22]1. (6) The product is: [F:1][C:2]1[CH:7]=[CH:6][CH:5]=[CH:4][C:3]=1[N:8]1[C:16]2[C:11](=[C:12]([N:17]3[CH2:21][CH2:20][N:19]([C:32]4[CH:33]=[N:34][CH:35]=[CH:36][CH:37]=4)[C:18]3=[O:22])[CH:13]=[CH:14][CH:15]=2)[CH:10]=[N:9]1. Given the reactants [F:1][C:2]1[CH:7]=[CH:6][CH:5]=[CH:4][C:3]=1[N:8]1[C:16]2[C:11](=[C:12]([N:17]3[CH2:21][CH2:20][NH:19][C:18]3=[O:22])[CH:13]=[CH:14][CH:15]=2)[CH:10]=[N:9]1.[O-]P([O-])([O-])=O.[K+].[K+].[K+].Br[C:32]1[CH:33]=[N:34][CH:35]=[CH:36][CH:37]=1.CN[C@@H]1CCCC[C@H]1NC, predict the reaction product. (7) Given the reactants [Cl:1][C:2]1[CH:9]=[CH:8][C:7]([OH:10])=[CH:6][C:3]=1[CH:4]=O.[NH:11]1[CH2:16][CH2:15][O:14][CH2:13][CH2:12]1.[BH4-].[Na+], predict the reaction product. The product is: [Cl:1][C:2]1[CH:9]=[CH:8][C:7]([OH:10])=[CH:6][C:3]=1[CH2:4][N:11]1[CH2:16][CH2:15][O:14][CH2:13][CH2:12]1. (8) The product is: [O:1]1[CH2:5][CH2:4][CH:3]([CH:6]2[O:19][CH2:18][C:17]3[C:16]4[C:11](=[CH:12][CH:13]=[CH:14][CH:15]=4)[C:10](=[O:9])[NH:23][C:8]=3[CH2:7]2)[CH2:2]1. Given the reactants [O:1]1[CH2:5][CH2:4][CH:3]([CH:6]2[O:19][CH2:18][C:17]3[C:16]4[CH:15]=[CH:14][CH:13]=[CH:12][C:11]=4[C:10](=O)[O:9][C:8]=3[CH2:7]2)[CH2:2]1.CO.[NH3:23], predict the reaction product.